Dataset: Reaction yield outcomes from USPTO patents with 853,638 reactions. Task: Predict the reaction yield, written as a fraction of the theoretical maximum amount of product (1.0 means a 100% yield; for example, 0.34 means a 34% yield). (1) The reactants are [CH3:1][O:2][CH2:3][CH2:4][CH2:5][O:6][C:7]1[CH:12]=[CH:11][N:10]=[C:9]([CH2:13][S:14][C:15]2[NH:19][C:18]3[CH:20]=[CH:21][CH:22]=[CH:23][C:17]=3[N:16]=2)[C:8]=1[CH3:24].[OH-:25].[Na+].O. The catalyst is ClCCl. The product is [CH3:1][O:2][CH2:3][CH2:4][CH2:5][O:6][C:7]1[CH:12]=[CH:11][N:10]=[C:9]([CH2:13][S:14]([C:15]2[NH:16][C:17]3[CH:23]=[CH:22][CH:21]=[CH:20][C:18]=3[N:19]=2)=[O:25])[C:8]=1[CH3:24]. The yield is 0.327. (2) The reactants are [C:1]([O:5][C:6](=[O:26])[NH:7][CH2:8][CH2:9][CH2:10][CH2:11][C@H:12]([NH:18][C:19]([CH:21]1[CH2:25][CH2:24][CH2:23][CH2:22]1)=[O:20])[C:13](=[O:17])[CH:14]=[N+]=[N-])([CH3:4])([CH3:3])[CH3:2].[BrH:27].CC(O)=O.C([O-])(O)=O.[Na+]. The catalyst is CC(=O)OCC. The product is [C:1]([O:5][C:6](=[O:26])[NH:7][CH2:8][CH2:9][CH2:10][CH2:11][C@H:12]([NH:18][C:19]([CH:21]1[CH2:25][CH2:24][CH2:23][CH2:22]1)=[O:20])[C:13](=[O:17])[CH2:14][Br:27])([CH3:4])([CH3:3])[CH3:2]. The yield is 0.961. (3) The reactants are [CH3:1][C:2]1[NH:6][N:5]=[C:4]([C:7]2[O:11][N:10]=[C:9]([C:12]3[CH:17]=[CH:16][C:15]([O:18][C:19]([F:22])([F:21])[F:20])=[CH:14][CH:13]=3)[N:8]=2)[N:3]=1.C([O-])([O-])=O.[Cs+].[Cs+].Br[CH2:30][C:31]1[CH:32]=[C:33]([CH:38]=[CH:39][CH:40]=1)[C:34]([O:36][CH3:37])=[O:35]. The product is [CH3:1][C:2]1[N:6]([CH2:30][C:31]2[CH:32]=[C:33]([CH:38]=[CH:39][CH:40]=2)[C:34]([O:36][CH3:37])=[O:35])[N:5]=[C:4]([C:7]2[O:11][N:10]=[C:9]([C:12]3[CH:13]=[CH:14][C:15]([O:18][C:19]([F:22])([F:20])[F:21])=[CH:16][CH:17]=3)[N:8]=2)[N:3]=1. The yield is 0.680. The catalyst is CS(C)=O.O. (4) The reactants are [N:1]1[CH:6]=[CH:5][CH:4]=[C:3]([NH:7][C:8]2[S:12][CH:11]=[N:10][C:9]=2[C:13](O)=O)[CH:2]=1.C(N(C(C)C)CC)(C)C.[CH3:25][C:26]1[CH:31]=[CH:30][CH:29]=[C:28]([NH2:32])[C:27]=1[NH2:33].CN(C(ON1N=NC2C=CC=CC1=2)=[N+](C)C)C.[B-](F)(F)(F)F. The catalyst is CN(C=O)C. The product is [CH3:25][C:26]1[C:27]2[N:33]=[C:13]([C:9]3[N:10]=[CH:11][S:12][C:8]=3[NH:7][C:3]3[CH:2]=[N:1][CH:6]=[CH:5][CH:4]=3)[NH:32][C:28]=2[CH:29]=[CH:30][CH:31]=1. The yield is 0.140. (5) The reactants are [C:1]12([CH3:27])[C:7]([CH3:9])([CH3:8])[CH:4]([CH2:5][CH2:6]1)[CH2:3][CH:2]2[O:10][C:11](=[O:26])[C:12]1[CH:17]=[CH:16][C:15]([NH2:18])=[CH:14][C:13]=1[O:19][CH2:20][C:21]([O:24][CH3:25])=[C:22]=[O:23].[Cl:28][C:29]1[CH:36]=[C:35]([Cl:37])[CH:34]=[C:31]([CH:32]=O)[C:30]=1[OH:38]. No catalyst specified. The product is [C:1]12([CH3:27])[C:7]([CH3:9])([CH3:8])[CH:4]([CH2:5][CH2:6]1)[CH2:3][CH:2]2[O:10][C:11](=[O:26])[C:12]1[CH:17]=[CH:16][C:15]([NH:18][CH2:32][C:31]2[CH:34]=[C:35]([Cl:37])[CH:36]=[C:29]([Cl:28])[C:30]=2[OH:38])=[CH:14][C:13]=1[O:19][CH2:20][C:21]([O:24][CH3:25])=[C:22]=[O:23]. The yield is 0.721. (6) The reactants are [NH2:1][CH2:2][C:3]1[C:12]2[C:7](=[CH:8][C:9]([O:15][CH3:16])=[C:10]([O:13][CH3:14])[CH:11]=2)[C:6]([C:17]([C:19]2[CH:24]=[C:23]([O:25][CH3:26])[CH:22]=[CH:21][C:20]=2[F:27])=[O:18])=[N:5][CH:4]=1.Cl.[CH3:29][S:30](Cl)(=[O:32])=[O:31].C(N(CC)C(C)C)(C)C. The catalyst is C(Cl)Cl. The product is [F:27][C:20]1[CH:21]=[CH:22][C:23]([O:25][CH3:26])=[CH:24][C:19]=1[C:17]([C:6]1[C:7]2[C:12](=[CH:11][C:10]([O:13][CH3:14])=[C:9]([O:15][CH3:16])[CH:8]=2)[C:3]([CH2:2][NH:1][S:30]([CH3:29])(=[O:32])=[O:31])=[CH:4][N:5]=1)=[O:18]. The yield is 0.690.